From a dataset of Forward reaction prediction with 1.9M reactions from USPTO patents (1976-2016). Predict the product of the given reaction. Given the reactants C[O:2][C:3]([C:5]1[CH:9]=[C:8]([C:10]2[CH:11]=[C:12]([C:16]3[CH:21]=[CH:20][CH:19]=[C:18]([C:22]4[O:26][N:25]=[C:24]([C:27]([O:29]C)=[O:28])[CH:23]=4)[CH:17]=3)[CH:13]=[CH:14][CH:15]=2)[O:7][N:6]=1)=[O:4], predict the reaction product. The product is: [C:3]([C:5]1[CH:9]=[C:8]([C:10]2[CH:11]=[C:12]([C:16]3[CH:21]=[CH:20][CH:19]=[C:18]([C:22]4[O:26][N:25]=[C:24]([C:27]([OH:29])=[O:28])[CH:23]=4)[CH:17]=3)[CH:13]=[CH:14][CH:15]=2)[O:7][N:6]=1)([OH:4])=[O:2].